This data is from Full USPTO retrosynthesis dataset with 1.9M reactions from patents (1976-2016). The task is: Predict the reactants needed to synthesize the given product. (1) Given the product [CH3:27][C:28]1[CH:29]=[N:30][CH:31]=[CH:32][C:33]=1[C:5]1[CH:10]=[CH:9][N:8]=[C:7]2[CH2:11][N:12]([CH2:15][CH2:16][C:17]3[CH:26]=[CH:25][C:24]4[C:19](=[CH:20][CH:21]=[CH:22][CH:23]=4)[N:18]=3)[C:13](=[O:14])[C:6]=12, predict the reactants needed to synthesize it. The reactants are: ClCCl.Br[C:5]1[CH:10]=[CH:9][N:8]=[C:7]2[CH2:11][N:12]([CH2:15][CH2:16][C:17]3[CH:26]=[CH:25][C:24]4[C:19](=[CH:20][CH:21]=[CH:22][CH:23]=4)[N:18]=3)[C:13](=[O:14])[C:6]=12.[CH3:27][C:28]1[CH:29]=[N:30][CH:31]=[CH:32][C:33]=1B(O)O.C([O-])([O-])=O.[Cs+].[Cs+]. (2) Given the product [Cl:20][C:13]1[C:12]2[CH2:11][C:10]([CH3:17])([CH3:16])[CH2:9][CH2:8][C:7]=2[N:6]=[C:5]([CH:3]([N:2]([CH3:18])[CH3:1])[CH3:4])[N:14]=1, predict the reactants needed to synthesize it. The reactants are: [CH3:1][N:2]([CH3:18])[CH:3]([C:5]1[N:14]=[C:13](O)[C:12]2[CH2:11][C:10]([CH3:17])([CH3:16])[CH2:9][CH2:8][C:7]=2[N:6]=1)[CH3:4].C(Cl)(Cl)[Cl:20]. (3) Given the product [Br:1][C:2]1[S:3][C:4]2[CH2:10][CH2:9][CH2:8][CH:7]([O:11][Si:21]([C:17]([CH3:20])([CH3:19])[CH3:18])([CH3:24])[CH3:23])[C:5]=2[CH:6]=1, predict the reactants needed to synthesize it. The reactants are: [Br:1][C:2]1[S:3][C:4]2[CH2:10][CH2:9][CH2:8][CH:7]([OH:11])[C:5]=2[CH:6]=1.N1C=CN=C1.[C:17]([Si:21]([CH3:24])([CH3:23])Cl)([CH3:20])([CH3:19])[CH3:18].O.